Dataset: Catalyst prediction with 721,799 reactions and 888 catalyst types from USPTO. Task: Predict which catalyst facilitates the given reaction. Reactant: Cl[C:2]1[N:11]=[CH:10][C:9]([Cl:12])=[CH:8][C:3]=1[C:4]([O:6][CH3:7])=[O:5].[F:13][C:14]1[CH:15]=[C:16]([OH:20])[CH:17]=[CH:18][CH:19]=1.C(=O)([O-])[O-].[K+].[K+]. Product: [Cl:12][C:9]1[CH:10]=[N:11][C:2]([O:20][C:16]2[CH:17]=[CH:18][CH:19]=[C:14]([F:13])[CH:15]=2)=[C:3]([CH:8]=1)[C:4]([O:6][CH3:7])=[O:5]. The catalyst class is: 11.